This data is from Reaction yield outcomes from USPTO patents with 853,638 reactions. The task is: Predict the reaction yield, written as a fraction of the theoretical maximum amount of product (1.0 means a 100% yield; for example, 0.34 means a 34% yield). The yield is 0.492. The catalyst is C1COCC1. The product is [CH2:1]([N:5]([CH2:13][C:14](=[O:35])[CH:15]=[CH2:36])[C:6](=[O:12])[O:7][C:8]([CH3:9])([CH3:10])[CH3:11])[CH2:2][CH:3]=[CH2:4]. The reactants are [CH2:1]([N:5]([CH2:13][C:14](=[O:35])[CH:15]=P(C1C=CC=CC=1)(C1C=CC=CC=1)C1C=CC=CC=1)[C:6](=[O:12])[O:7][C:8]([CH3:11])([CH3:10])[CH3:9])[CH2:2][CH:3]=[CH2:4].[CH2:36]=O.